This data is from Experimentally validated miRNA-target interactions with 360,000+ pairs, plus equal number of negative samples. The task is: Binary Classification. Given a miRNA mature sequence and a target amino acid sequence, predict their likelihood of interaction. (1) The miRNA is hsa-miR-29b-1-5p with sequence GCUGGUUUCAUAUGGUGGUUUAGA. The protein sequence of the target gene is MAAVVAATALKGRGARNARVLRGILAGATANKASHNRTRALQSHSSPEGKEEPEPLSPELEYIPRKRGKNPMKAVGLAWYSLYTRTWLGYLFYRQQLRRARNRYPKGHSKTQPRLFNGVKVLPIPVLSDNYSYLIIDTQAQLAVAVDPSDPRAVQASIEKEGVTLVAILCTHKHWDHSGGNRDLSRRHRDCRVYGSPQDGIPYLTHPLCHQDVVSVGRLQIRALATPGHTQGHLVYLLDGEPYKGPSCLFSGDLLFLSGCGRTFEGNAETMLSSLDTVLGLGDDTLLWPGHEYAEENLGF.... Result: 1 (interaction). (2) The miRNA is hsa-miR-186-5p with sequence CAAAGAAUUCUCCUUUUGGGCU. The protein sequence of the target gene is MASTGLELLGMTLAVLGWLGTLVSCALPLWKVTAFIGNSIVVAQVVWEGLWMSCVVQSTGQMQCKVYDSLLALPQDLQAARALCVIALLLALLGLLVAITGAQCTTCVEDEGAKARIVLTAGVILLLAGILVLIPVCWTAHAIIQDFYNPLVAEALKRELGASLYLGWAAAALLMLGGGLLCCTCPPPQVERPRGPRLGYSIPSRSGASGLDKRDYV. Result: 1 (interaction). (3) The miRNA is hsa-miR-4740-5p with sequence AGGACUGAUCCUCUCGGGCAGG. The protein sequence of the target gene is MAKAAASSSLEDLDLSGEEVQRLTSAFQDPEFRRMFSQYAEELTDPENRRRYEAEITALERERGVEVRFVHPEPGHVLRTSLDGARRCFVNVCSNALVGAPSSRPGSGGDRGAAPGSHWSLPYSLAPGREYAGRSSSRYMVYDVVFHPDALALARRHEGFRQMLDATALEAVEKQFGVKLDRRNAKTLKAKYKGTPEAAVLRTPLPGVIPARPDGEPKGPLPDFPYPYQYPAAPGPRAPSPPEAALQPAPTEPRYSVVQRHHVDLQDYRCSRDSAPSPVPHELVITIELPLLRSAEQAAL.... Result: 1 (interaction). (4) The miRNA is hsa-miR-6800-3p with sequence CACCUCUCCUGGCAUCGCCCC. The protein sequence of the target gene is MSGSFDRKLSSILTDISSSLSCHAGSKDSPTLPESSVTDLGYYSAPQHDYYSGQPYGQTVNPYTYHHQFNLNGLAGTGAYSPKSEYTYGASYRQYGAYREQPLPAQDPVSVKEEPEAEVRMVNGKPKKVRKPRTIYSSYQLAALQRRFQKAQYLALPERAELAAQLGLTQTQVKIWFQNRRSKFKKLYKNGEVPLEHSPNNSDSMACNSPPSPALWDTSSHSTPAPARSQLPPPLPYSASPSYLDDPTNSWYHAQNLSGPHLQQQPPQPATLHHASPGPPPNPGAVY. Result: 1 (interaction). (5) The miRNA is rno-miR-214-3p with sequence ACAGCAGGCACAGACAGGCAG. The protein sequence of the target gene is MRSPRTRGRPGRPLSLLLALLCALRAKVCGASGQFELEILSMQNVNGELQNGNCCGGVRNPGDRKCTRDECDTYFKVCLKEYQSRVTAGGPCSFGSGSTPVIGGNTFNLKASRGNDRNRIVLPFSFAWPRSYTLLVEAWDSSNDTIQPDSIIEKASHSGMINPSRQWQTLKQNTGIAHFEYQIRVTCDDHYYGFGCNKFCRPRDDFFGHYACDQNGNKTCMEGWMGPDCNKAICRQGCSPKHGSCKLPGDCRCQYGWQGLYCDKCIPHPGCVHGTCNEPWQCLCETNWGGQLCDKDLNYC.... Result: 0 (no interaction).